From a dataset of Forward reaction prediction with 1.9M reactions from USPTO patents (1976-2016). Predict the product of the given reaction. (1) Given the reactants [F:1][C:2]1[CH:3]=[C:4]([CH:7]=[CH:8][C:9]=1[C:10]1[S:11][C:12]2[C:17]([N:18]=1)=[CH:16][CH:15]=[C:14]([C:19]1([C:22]3[CH:27]=[CH:26][CH:25]=[CH:24][CH:23]=3)[CH2:21][CH2:20]1)[N:13]=2)[CH:5]=[O:6].[BH4-].[Na+], predict the reaction product. The product is: [F:1][C:2]1[CH:3]=[C:4]([CH2:5][OH:6])[CH:7]=[CH:8][C:9]=1[C:10]1[S:11][C:12]2[C:17]([N:18]=1)=[CH:16][CH:15]=[C:14]([C:19]1([C:22]3[CH:23]=[CH:24][CH:25]=[CH:26][CH:27]=3)[CH2:20][CH2:21]1)[N:13]=2. (2) Given the reactants [C:1]([O:4][C@H:5]1[CH2:10][CH2:9][C@:8]([CH3:28])([C@H:11]2[CH2:19][CH2:18][C@@:17]3([CH3:20])[C@@H:13]([CH2:14][CH2:15][C:16]3=[CH2:21])[C@@H:12]2[CH2:22]OS(C)(=O)=O)[C@@H:7]([CH2:29][O:30][Si:31]([C:34]([CH3:37])([CH3:36])[CH3:35])([CH3:33])[CH3:32])[CH2:6]1)(=[O:3])[CH3:2].[C-:38]#[N:39].[K+].C1COCC1.O, predict the reaction product. The product is: [C:1]([O:4][C@H:5]1[CH2:10][CH2:9][C@@:8]([C@H:11]2[CH2:19][CH2:18][C@@:17]3([CH3:20])[C@@H:13]([CH2:14][CH2:15][C:16]3=[CH2:21])[C@@H:12]2[CH2:22][C:38]#[N:39])([CH3:28])[C@@H:7]([CH2:29][O:30][Si:31]([C:34]([CH3:35])([CH3:37])[CH3:36])([CH3:32])[CH3:33])[CH2:6]1)(=[O:3])[CH3:2]. (3) Given the reactants O[C:2]([C:16]1[C:21]2[CH2:22][C:23]([CH3:26])([CH3:25])[O:24][C:20]=2[C:19]([O:27][CH3:28])=[CH:18][CH:17]=1)([C:10]1[CH:15]=[CH:14][CH:13]=[CH:12][CH:11]=1)[CH2:3][C:4]1[CH:9]=[CH:8][N:7]=[CH:6][CH:5]=1.C([SiH](CC)CC)C.[C:36](=O)(O)[O-:37].[Na+], predict the reaction product. The product is: [CH3:36][O:37][C:19]1([O:27][CH3:28])[C:20]2[O:24][C:23]([CH3:25])([CH3:26])[CH2:22][C:21]=2[C:16]([CH:2]([C:10]2[CH:11]=[CH:12][CH:13]=[CH:14][CH:15]=2)[CH2:3][C:4]2[CH:5]=[CH:6][N:7]=[CH:8][CH:9]=2)=[CH:17][CH2:18]1.